Task: Predict which catalyst facilitates the given reaction.. Dataset: Catalyst prediction with 721,799 reactions and 888 catalyst types from USPTO (1) Reactant: [CH3:1][O:2][C:3]1[CH:4]=[C:5]2[C:10](=[CH:11][C:12]=1[O:13][CH3:14])[N:9]=[CH:8][CH:7]=[C:6]2[S:15][C:16]1[S:17][C:18]([NH2:21])=[CH:19][N:20]=1.[C:22]1([N:28]=[C:29]=[O:30])[CH:27]=[CH:26][CH:25]=[CH:24][CH:23]=1.C(OCC)(=O)C.O. Product: [CH3:1][O:2][C:3]1[CH:4]=[C:5]2[C:10](=[CH:11][C:12]=1[O:13][CH3:14])[N:9]=[CH:8][CH:7]=[C:6]2[S:15][C:16]1[S:17][C:18]([NH:21][C:29]([NH:28][C:22]2[CH:27]=[CH:26][CH:25]=[CH:24][CH:23]=2)=[O:30])=[CH:19][N:20]=1. The catalyst class is: 405. (2) Reactant: [C:1]([C:3]1[C:8]([F:9])=[CH:7][C:6]([N:10]2[CH2:15][CH2:14][N:13]([C:16]([O:18][C:19]([CH3:22])([CH3:21])[CH3:20])=[O:17])[CH2:12][CH2:11]2)=[C:5]([F:23])[CH:4]=1)#N.[OH-:24].[Na+].Cl.[OH2:27]. Product: [C:19]([O:18][C:16]([N:13]1[CH2:14][CH2:15][N:10]([C:6]2[C:5]([F:23])=[CH:4][C:3]([C:1]([OH:27])=[O:24])=[C:8]([F:9])[CH:7]=2)[CH2:11][CH2:12]1)=[O:17])([CH3:22])([CH3:21])[CH3:20]. The catalyst class is: 8.